Task: Predict the reactants needed to synthesize the given product.. Dataset: Full USPTO retrosynthesis dataset with 1.9M reactions from patents (1976-2016) (1) The reactants are: [Cl:1][C:2]1[CH:3]=[C:4]([C:8]2[C:9]3[N:18]([CH2:19][C@H:20]4[CH2:25][CH2:24][C@H:23]([CH3:26])[CH2:22][CH2:21]4)[C:17]([CH:27]([F:35])[C:28]4[CH:33]=[CH:32][CH:31]=[CH:30][C:29]=4[F:34])=[CH:16][C:10]=3[N:11]=C(C#N)[N:13]=2)[CH:5]=[N:6][CH:7]=1.[OH-:36].[Na+].[CH3:38][CH2:39][OH:40]. Given the product [Cl:1][C:2]1[CH:3]=[C:4]([C:8]2[C:9]3[N:18]([CH2:19][C@H:20]4[CH2:25][CH2:24][C@H:23]([CH3:26])[CH2:22][CH2:21]4)[C:17]([CH:27]([F:35])[C:28]4[CH:33]=[CH:32][CH:31]=[CH:30][C:29]=4[F:34])=[CH:16][C:10]=3[N:11]=[C:38]([C:39]([OH:36])=[O:40])[N:13]=2)[CH:5]=[N:6][CH:7]=1, predict the reactants needed to synthesize it. (2) Given the product [C:1]([C@@H:4]([NH:7][C:8](=[O:29])[C@@H:9]([NH2:21])[CH2:10][C:11]1[C:20]2[C:15](=[CH:16][CH:17]=[CH:18][CH:19]=2)[CH:14]=[CH:13][CH:12]=1)[CH2:5][CH3:6])(=[O:3])[NH2:2], predict the reactants needed to synthesize it. The reactants are: [C:1]([C@@H:4]([NH:7][C:8](=[O:29])[C@@H:9]([NH:21]C(OC(C)(C)C)=O)[CH2:10][C:11]1[C:20]2[C:15](=[CH:16][CH:17]=[CH:18][CH:19]=2)[CH:14]=[CH:13][CH:12]=1)[CH2:5][CH3:6])(=[O:3])[NH2:2].Cl. (3) Given the product [O:24]=[S:16]1(=[O:25])[C:17]2[CH:23]=[CH:22][CH:21]=[CH:20][C:18]=2[CH2:19][N:13]([C:4]2[CH:3]=[C:2]([NH:31][CH2:30][CH2:29][CH2:28][CH2:27][CH2:26][NH2:32])[C:11]3[C:6](=[CH:7][CH:8]=[C:9]([CH3:12])[CH:10]=3)[N:5]=2)[CH2:14][CH2:15]1, predict the reactants needed to synthesize it. The reactants are: Cl[C:2]1[C:11]2[C:6](=[CH:7][CH:8]=[C:9]([CH3:12])[CH:10]=2)[N:5]=[C:4]([N:13]2[CH2:19][C:18]3[CH:20]=[CH:21][CH:22]=[CH:23][C:17]=3[S:16](=[O:25])(=[O:24])[CH2:15][CH2:14]2)[CH:3]=1.[CH2:26]([NH2:32])[CH2:27][CH2:28][CH2:29][CH2:30][NH2:31]. (4) Given the product [OH:16][C:17]1[CH:24]=[CH:23][C:20]([CH:21]2[C:8]([C:9]3[CH:14]=[CH:13][CH:12]=[CH:11][CH:10]=3)=[C:7]([C:1]3[CH:6]=[CH:5][CH:4]=[CH:3][CH:2]=3)[NH:31][C:29](=[O:30])[NH:28]2)=[CH:19][C:18]=1[N+:25]([O-:27])=[O:26], predict the reactants needed to synthesize it. The reactants are: [C:1]1([C:7](=O)[CH2:8][C:9]2[CH:14]=[CH:13][CH:12]=[CH:11][CH:10]=2)[CH:6]=[CH:5][CH:4]=[CH:3][CH:2]=1.[OH:16][C:17]1[CH:24]=[CH:23][C:20]([CH:21]=O)=[CH:19][C:18]=1[N+:25]([O-:27])=[O:26].[NH2:28][C:29]([NH2:31])=[O:30].Cl. (5) The reactants are: O=[C:2]1[C:11]2[C:6](=[CH:7][CH:8]=[CH:9][CH:10]=2)[C:5]([CH2:12][NH:13][C:14]([C:16]2[CH:20]=[CH:19][O:18][N:17]=2)=O)=[N:4][NH:3]1.P(Cl)(Cl)([Cl:23])=O. Given the product [Cl:23][C:2]1[C:11]2[C:6](=[CH:7][CH:8]=[CH:9][CH:10]=2)[C:5]2=[CH:12][N:13]=[C:14]([C:16]3[CH:20]=[CH:19][O:18][N:17]=3)[N:4]2[N:3]=1, predict the reactants needed to synthesize it. (6) Given the product [Br:7][C:6]1[C:2]([C:13]#[C:14][CH2:15][CH2:16][CH2:17][CH2:18][CH2:19][CH3:20])=[CH:3][S:4][CH:5]=1, predict the reactants needed to synthesize it. The reactants are: Br[C:2]1[C:6]([Br:7])=[CH:5][S:4][CH:3]=1.C(NCC)C.[CH:13]#[C:14][CH2:15][CH2:16][CH2:17][CH2:18][CH2:19][CH3:20]. (7) Given the product [Cl:31][C:4]1[CH:3]=[C:2]([CH:32]2[CH2:34][CH2:33]2)[CH:30]=[CH:29][C:5]=1[CH2:6][N:7]1[CH2:12][CH2:11][CH:10]([CH2:13][O:14][C:15]2[C:24]([CH:25]3[CH2:27][CH2:26]3)=[CH:23][C:18]([C:19]([O:21][CH3:22])=[O:20])=[C:17]([F:28])[CH:16]=2)[CH2:9][CH2:8]1.[CH3:6][N+:7]([CH2:34][CH2:32][OH:39])([CH3:12])[CH3:8].[CH:24]1[CH:23]=[C:18]([C:19]([OH:21])=[O:20])[C:17]([O-:36])=[CH:16][CH:15]=1, predict the reactants needed to synthesize it. The reactants are: Br[C:2]1[CH:30]=[CH:29][C:5]([CH2:6][N:7]2[CH2:12][CH2:11][CH:10]([CH2:13][O:14][C:15]3[C:24]([CH:25]4[CH2:27][CH2:26]4)=[CH:23][C:18]([C:19]([O:21][CH3:22])=[O:20])=[C:17]([F:28])[CH:16]=3)[CH2:9][CH2:8]2)=[C:4]([Cl:31])[CH:3]=1.[CH:32]1(B(O)[OH:36])[CH2:34][CH2:33]1.P([O-])([O-])([O-])=[O:39].[K+].[K+].[K+]. (8) Given the product [Cl:14][C:8]1[CH:7]=[C:6]2[C:11]([C:12](=[O:13])[C:3]([CH2:2][NH:1][C:32]([C:29]3[CH:30]=[CH:31][N:26]([CH2:25][C:24]4[CH:36]=[CH:37][CH:38]=[C:22]([Cl:21])[CH:23]=4)[C:27](=[O:35])[CH:28]=3)=[O:33])=[CH:4][N:5]2[C:15]2[CH:16]=[CH:17][CH:18]=[CH:19][CH:20]=2)=[CH:10][CH:9]=1, predict the reactants needed to synthesize it. The reactants are: [NH2:1][CH2:2][C:3]1[C:12](=[O:13])[C:11]2[C:6](=[CH:7][C:8]([Cl:14])=[CH:9][CH:10]=2)[N:5]([C:15]2[CH:20]=[CH:19][CH:18]=[CH:17][CH:16]=2)[CH:4]=1.[Cl:21][C:22]1[CH:23]=[C:24]([CH:36]=[CH:37][CH:38]=1)[CH2:25][N:26]1[CH:31]=[CH:30][C:29]([C:32](O)=[O:33])=[CH:28][C:27]1=[O:35]. (9) Given the product [NH2:42][C:40]([O:1][CH:2]1[CH2:7][CH2:6][CH2:5][N:4]([C:8]2[N:9]=[C:10]3[CH:27]=[C:26](/[CH:28]=[CH:29]/[C:30]4[S:31][CH:32]=[C:33]([CH:35]([CH3:37])[CH3:36])[N:34]=4)[CH:25]=[CH:24][N:11]3[C:12](=[O:23])[C:13]=2/[CH:14]=[CH:15]/[C:16]([O:18][C:19]([CH3:20])([CH3:21])[CH3:22])=[O:17])[CH2:3]1)=[O:41], predict the reactants needed to synthesize it. The reactants are: [OH:1][CH:2]1[CH2:7][CH2:6][CH2:5][N:4]([C:8]2[N:9]=[C:10]3[CH:27]=[C:26](/[CH:28]=[CH:29]/[C:30]4[S:31][CH:32]=[C:33]([CH:35]([CH3:37])[CH3:36])[N:34]=4)[CH:25]=[CH:24][N:11]3[C:12](=[O:23])[C:13]=2/[CH:14]=[CH:15]/[C:16]([O:18][C:19]([CH3:22])([CH3:21])[CH3:20])=[O:17])[CH2:3]1.ClC(Cl)(Cl)[C:40]([N:42]=C=O)=[O:41].C([O-])=O.[Na+].C(Cl)(Cl)Cl. (10) Given the product [CH2:18]([O:17][C:15]([NH:1][CH2:2][C@H:3]1[CH2:4][CH2:5][C@H:6]([C:9]([OH:11])=[O:10])[CH2:7][CH2:8]1)=[O:16])[C:19]1[CH:24]=[CH:23][CH:22]=[CH:21][CH:20]=1, predict the reactants needed to synthesize it. The reactants are: [NH2:1][CH2:2][C@H:3]1[CH2:8][CH2:7][C@H:6]([C:9]([OH:11])=[O:10])[CH2:5][CH2:4]1.[OH-].[Na+].Cl[C:15]([O:17][CH2:18][C:19]1[CH:24]=[CH:23][CH:22]=[CH:21][CH:20]=1)=[O:16].